From a dataset of Full USPTO retrosynthesis dataset with 1.9M reactions from patents (1976-2016). Predict the reactants needed to synthesize the given product. Given the product [NH2:8][CH2:9][CH2:10][CH2:11][CH2:12][CH2:13][C:14]([NH:26][CH2:25][CH2:24][C:23]1[C:27]2[C:20](=[CH:19][CH:18]=[C:17]([OH:16])[CH:28]=2)[NH:21][CH:22]=1)=[O:38], predict the reactants needed to synthesize it. The reactants are: C(OC([NH:8][CH2:9][CH2:10][CH2:11][CH2:12][CH2:13][CH3:14])=O)(C)(C)C.Cl.[OH:16][C:17]1[CH:28]=[C:27]2[C:20]([NH:21][CH:22]=[C:23]2[CH2:24][CH2:25][NH2:26])=[CH:19][CH:18]=1.C(N(CC)CC)C.C([O:38]C(=O)C)C.